Dataset: Full USPTO retrosynthesis dataset with 1.9M reactions from patents (1976-2016). Task: Predict the reactants needed to synthesize the given product. (1) Given the product [O:17]([C:14]1[CH:13]=[CH:12][C:11]([C:10]2[C:3]3[C:4](=[N:5][CH:6]=[N:7][C:2]=3[NH2:1])[N:8]([CH:24]3[CH2:25][C:26]4([CH2:32][CH2:31][CH2:30][NH:29][CH2:28]4)[CH2:27]3)[N:9]=2)=[CH:16][CH:15]=1)[C:18]1[CH:19]=[CH:20][CH:21]=[CH:22][CH:23]=1, predict the reactants needed to synthesize it. The reactants are: [NH2:1][C:2]1[N:7]=[CH:6][N:5]=[C:4]2[N:8]([CH:24]3[CH2:27][C:26]4([CH2:32][CH2:31][CH2:30][N:29](C(OCC5C=CC=CC=5)=O)[CH2:28]4)[CH2:25]3)[N:9]=[C:10]([C:11]3[CH:16]=[CH:15][C:14]([O:17][C:18]4[CH:23]=[CH:22][CH:21]=[CH:20][CH:19]=4)=[CH:13][CH:12]=3)[C:3]=12.C(O)(=O)C. (2) Given the product [F:20][C:21]1[CH:26]=[CH:25][CH:24]=[CH:23][C:22]=1[C:2]1[C:11]2[C:6](=[CH:7][C:8]([O:12][CH3:13])=[CH:9][CH:10]=2)[CH:5]=[C:4]([NH:14][C:15]2[CH:19]=[CH:18][NH:17][N:16]=2)[N:3]=1, predict the reactants needed to synthesize it. The reactants are: Cl[C:2]1[C:11]2[C:6](=[CH:7][C:8]([O:12][CH3:13])=[CH:9][CH:10]=2)[CH:5]=[C:4]([NH:14][C:15]2[CH:19]=[CH:18][NH:17][N:16]=2)[N:3]=1.[F:20][C:21]1[CH:26]=[CH:25][CH:24]=[CH:23][C:22]=1B(O)O. (3) Given the product [CH2:1]([O:3][C:4](=[O:26])[CH2:5][CH2:6][CH2:7][O:8][C:9]1[C:10]([F:25])=[CH:11][C:12]([C:28]2[CH:33]=[CH:32][CH:31]=[C:30]([O:34][C:35]3[CH:40]=[CH:39][CH:38]=[CH:37][CH:36]=3)[N:29]=2)=[CH:13][C:14]=1[F:15])[CH3:2], predict the reactants needed to synthesize it. The reactants are: [CH2:1]([O:3][C:4](=[O:26])[CH2:5][CH2:6][CH2:7][O:8][C:9]1[C:14]([F:15])=[CH:13][C:12](B2OC(C)(C)C(C)(C)O2)=[CH:11][C:10]=1[F:25])[CH3:2].Cl[C:28]1[CH:33]=[CH:32][CH:31]=[C:30]([O:34][C:35]2[CH:40]=[CH:39][CH:38]=[CH:37][CH:36]=2)[N:29]=1. (4) Given the product [ClH:11].[Cl:11][C:3]1[C:2]([NH:1][NH2:12])=[CH:10][CH:9]=[CH:8][C:4]=1[C:5]([OH:7])=[O:6], predict the reactants needed to synthesize it. The reactants are: [NH2:1][C:2]1[C:3]([Cl:11])=[C:4]([CH:8]=[CH:9][CH:10]=1)[C:5]([OH:7])=[O:6].[N:12]([O-])=O.[Na+].O.O.[Sn](Cl)Cl. (5) Given the product [F:1][C:2]1[CH:10]=[C:9]2[C:5]([C:6]([CH:19]=[O:20])=[CH:7][NH:8]2)=[CH:4][CH:3]=1, predict the reactants needed to synthesize it. The reactants are: [F:1][C:2]1[CH:10]=[C:9]2[C:5]([CH:6]=[CH:7][NH:8]2)=[CH:4][CH:3]=1.P(Cl)(Cl)(Cl)=O.CN([CH:19]=[O:20])C. (6) Given the product [NH:3]1[C:7]2[CH:8]=[CH:9][CH:10]=[CH:11][C:6]=2[N:5]=[C:4]1[C@H:12]([NH:22][C:23](=[O:35])[NH:24][CH:25]1[CH2:30][CH2:29][CH2:28][CH:27]([C:31]([O-:33])=[O:32])[CH2:26]1)[CH2:13][C:14]1[CH:15]=[CH:16][C:17]([O:20][CH3:21])=[CH:18][CH:19]=1.[Li+:43], predict the reactants needed to synthesize it. The reactants are: N#N.[NH:3]1[C:7]2[CH:8]=[CH:9][CH:10]=[CH:11][C:6]=2[N:5]=[C:4]1[C@H:12]([NH:22][C:23](=[O:35])[NH:24][CH:25]1[CH2:30][CH2:29][CH2:28][CH:27]([C:31]([O:33]C)=[O:32])[CH2:26]1)[CH2:13][C:14]1[CH:19]=[CH:18][C:17]([O:20][CH3:21])=[CH:16][CH:15]=1.C1COCC1.O.[OH-].[Li+:43]. (7) Given the product [S:1]1[CH:5]=[CH:4][C:3]2[C:6]3[NH:31][N:32]=[C:11]([NH:10][C:13]4[CH:18]=[CH:17][CH:16]=[CH:15][C:14]=4[O:19][CH3:20])[C:7]=3[CH2:8][C:2]1=2, predict the reactants needed to synthesize it. The reactants are: [S:1]1[CH:5]=[CH:4][C:3]2[C:6](=O)[CH2:7][CH2:8][C:2]1=2.[N:10]([C:13]1[CH:18]=[CH:17][CH:16]=[CH:15][C:14]=1[O:19][CH3:20])=[C:11]=S.C[Si](C)(C)[Si](C)(C)C.[Li].O.[NH2:31][NH2:32].